This data is from Full USPTO retrosynthesis dataset with 1.9M reactions from patents (1976-2016). The task is: Predict the reactants needed to synthesize the given product. (1) Given the product [Na+:36].[C:1]([S:5][CH2:6][C:7]1[CH:25]=[C:24]([NH:26][C:27](=[O:32])[C:28]([CH3:31])([CH3:30])[CH3:29])[CH:23]=[CH:22][C:8]=1[O:9][C:10]1[CH:11]=[C:12]([CH2:18][C:19]([O-:21])=[O:20])[CH:13]=[CH:14][C:15]=1[O:16][CH3:17])([CH3:4])([CH3:3])[CH3:2], predict the reactants needed to synthesize it. The reactants are: [C:1]([S:5][CH2:6][C:7]1[CH:25]=[C:24]([NH:26][C:27](=[O:32])[C:28]([CH3:31])([CH3:30])[CH3:29])[CH:23]=[CH:22][C:8]=1[O:9][C:10]1[CH:11]=[C:12]([CH2:18][C:19]([OH:21])=[O:20])[CH:13]=[CH:14][C:15]=1[O:16][CH3:17])([CH3:4])([CH3:3])[CH3:2].CO.[OH-].[Na+:36]. (2) Given the product [OH:20][C:21]1[C:28]([O:29][CH3:30])=[CH:27][CH:26]=[CH:25][C:22]=1[CH:23]=[CH:1][C:2]1[N:11]([C:12]2[CH:13]=[C:14]([CH3:18])[CH:15]=[CH:16][CH:17]=2)[C:10](=[O:19])[C:9]2[C:4](=[CH:5][CH:6]=[CH:7][CH:8]=2)[N:3]=1, predict the reactants needed to synthesize it. The reactants are: [CH3:1][C:2]1[N:11]([C:12]2[CH:13]=[C:14]([CH3:18])[CH:15]=[CH:16][CH:17]=2)[C:10](=[O:19])[C:9]2[C:4](=[CH:5][CH:6]=[CH:7][CH:8]=2)[N:3]=1.[OH:20][C:21]1[C:28]([O:29][CH3:30])=[CH:27][CH:26]=[CH:25][C:22]=1[CH:23]=O.CC([O-])=O.[Na+]. (3) Given the product [Br:17][C:18]1[CH:19]=[C:20]2[C:25]([NH:26][C@@H:27]3[CH2:34][C@@H:30]4[CH2:31][N:32]([C:41](=[O:40])[CH2:42][OH:43])[CH2:33][C@@H:29]4[C@H:28]3[CH3:35])=[C:24]([C:36]([NH2:38])=[O:37])[CH:23]=[N:22][N:21]2[CH:39]=1, predict the reactants needed to synthesize it. The reactants are: C(N(CC)C(C)C)(C)C.OC(C(F)(F)F)=O.[Br:17][C:18]1[CH:19]=[C:20]2[C:25]([NH:26][C@@H:27]3[CH2:34][C@@H:30]4[CH2:31][NH:32][CH2:33][C@@H:29]4[C@H:28]3[CH3:35])=[C:24]([C:36]([NH2:38])=[O:37])[CH:23]=[N:22][N:21]2[CH:39]=1.[OH:40][CH2:41][C:42](O)=[O:43]. (4) Given the product [CH:1]([S:14]([CH2:16][CH2:17][N:18]1[CH2:23][CH2:22][N:21]([CH2:24][CH:25]([OH:58])[CH3:26])[CH2:20][CH2:19]1)=[O:15])([C:8]1[CH:13]=[CH:12][CH:11]=[CH:10][CH:9]=1)[C:2]1[CH:7]=[CH:6][CH:5]=[CH:4][CH:3]=1, predict the reactants needed to synthesize it. The reactants are: [CH:1]([S:14]([CH2:16][CH2:17][N:18]1[CH2:23][CH2:22][N:21]([CH2:24][CH2:25][CH2:26]C2C=CC=CC=2)[CH2:20][CH2:19]1)=[O:15])([C:8]1[CH:13]=[CH:12][CH:11]=[CH:10][CH:9]=1)[C:2]1[CH:7]=[CH:6][CH:5]=[CH:4][CH:3]=1.C(SCCN1CCN(CC([OH:58])C)CC1)(C1C=CC=CC=1)C1C=CC=CC=1. (5) The reactants are: [CH3:1][N:2]1[CH2:7][CH2:6][CH2:5][CH2:4][CH2:3]1.[O:8](C)[S:9]([C:12]([F:15])([F:14])[F:13])(=[O:11])=[O:10]. Given the product [F:13][C:12]([F:15])([F:14])[S:9]([O-:11])(=[O:10])=[O:8].[CH3:1][N+:2]1([CH3:12])[CH2:7][CH2:6][CH2:5][CH2:4][CH2:3]1, predict the reactants needed to synthesize it. (6) The reactants are: [F:1][C:2]([F:28])([C:22]1[CH:27]=[CH:26][CH:25]=[CH:24][CH:23]=1)[C@H:3]([OH:21])/[CH:4]=[CH:5]/[C@@H:6]1[N:10]([CH2:11][C:12]2[CH:17]=[CH:16][C:15]([O:18][CH3:19])=[CH:14][CH:13]=2)[C:9](=[O:20])[CH2:8][CH2:7]1.N1C=CN=C1.[CH3:34][C:35]([Si:38](Cl)([CH3:40])[CH3:39])([CH3:37])[CH3:36]. Given the product [Si:38]([O:21][C@@H:3]([C:2]([F:1])([F:28])[C:22]1[CH:23]=[CH:24][CH:25]=[CH:26][CH:27]=1)/[CH:4]=[CH:5]/[C@@H:6]1[N:10]([CH2:11][C:12]2[CH:17]=[CH:16][C:15]([O:18][CH3:19])=[CH:14][CH:13]=2)[C:9](=[O:20])[CH2:8][CH2:7]1)([C:35]([CH3:37])([CH3:36])[CH3:34])([CH3:40])[CH3:39], predict the reactants needed to synthesize it. (7) Given the product [CH2:15]([S:20][C:2]1[CH:9]=[CH:8][C:7]([F:10])=[CH:6][C:3]=1[CH2:4][NH2:5])[CH3:14], predict the reactants needed to synthesize it. The reactants are: F[C:2]1[CH:9]=[CH:8][C:7]([F:10])=[CH:6][C:3]=1[C:4]#[N:5].ClC1C=[CH:14][C:15]([S:20]CC)=C(C=1)C#N. (8) Given the product [N:1]1[C:10]2[C:5](=[CH:6][CH:7]=[CH:8][C:9]=2[O:11][C@@H:13]([CH3:18])[C:14]([O:16][CH3:17])=[O:15])[CH:4]=[CH:3][CH:2]=1, predict the reactants needed to synthesize it. The reactants are: [N:1]1[C:10]2[C:5](=[CH:6][CH:7]=[CH:8][C:9]=2[OH:11])[CH:4]=[CH:3][CH:2]=1.O[C@H:13]([CH3:18])[C:14]([O:16][CH3:17])=[O:15].C1C=CC(P(C2C=CC=CC=2)C2C=CC=CC=2)=CC=1.CCOC(/N=N/C(OCC)=O)=O.Cl. (9) Given the product [Cl:2][C:3]1[CH:4]=[CH:5][C:6]2[N:7]([C:9]([NH2:12])=[N:10][N:11]=2)[N:8]=1, predict the reactants needed to synthesize it. The reactants are: Br.[Cl:2][C:3]1[CH:4]=[CH:5][C:6]2[N:7]([C:9]([NH2:12])=[N:10][N:11]=2)[N:8]=1.C(=O)([O-])[O-].[K+].[K+]. (10) Given the product [CH3:2][O:4][CH2:5][CH2:6][CH2:7][CH:8]([NH:11][C:45]([NH:31][C:29]1[N:30]=[C:26]2[N:25]=[CH:24][CH:23]=[C:22]([C:19]3[CH:18]=[CH:17][C:16]([O:15][CH3:14])=[CH:21][CH:20]=3)[N:27]2[N:28]=1)=[O:46])[CH3:9], predict the reactants needed to synthesize it. The reactants are: Cl[C:2]([O:4][C:5]1C=[CH:9][C:8]([N+:11]([O-])=O)=[CH:7][CH:6]=1)=O.[CH3:14][O:15][C:16]1[CH:21]=[CH:20][C:19]([C:22]2[N:27]3[N:28]=[C:29]([NH2:31])[N:30]=[C:26]3[N:25]=[CH:24][CH:23]=2)=[CH:18][CH:17]=1.N1C=CC=CC=1.[OH-].[Na+].CN1[C:45](=[O:46])N(C)CC1.